From a dataset of Forward reaction prediction with 1.9M reactions from USPTO patents (1976-2016). Predict the product of the given reaction. (1) Given the reactants C([N-]C(C)C)(C)C.[Li+].[CH3:9][C:10]1[CH:11]=[C:12]([NH:21][C:22]2[N:27]=[C:26]([C:28]([F:31])([F:30])[F:29])[CH:25]=[CH:24][N:23]=2)[CH:13]=[C:14]([C:16]2[S:20][CH:19]=[N:18][CH:17]=2)[CH:15]=1.[CH:32]1([C:35]([CH:43]2[CH2:45][CH2:44]2)=[N:36][S@@:37]([C:39]([CH3:42])([CH3:41])[CH3:40])=[O:38])[CH2:34][CH2:33]1.C(O)(=O)C, predict the reaction product. The product is: [CH:43]1([C:35]([CH:32]2[CH2:34][CH2:33]2)([C:19]2[S:20][C:16]([C:14]3[CH:13]=[C:12]([NH:21][C:22]4[N:27]=[C:26]([C:28]([F:29])([F:31])[F:30])[CH:25]=[CH:24][N:23]=4)[CH:11]=[C:10]([CH3:9])[CH:15]=3)=[CH:17][N:18]=2)[NH:36][S@@:37]([C:39]([CH3:41])([CH3:42])[CH3:40])=[O:38])[CH2:45][CH2:44]1. (2) Given the reactants [I:1][C:2]1[CH:3]=[C:4]([C:8](=[O:17])[CH2:9][C:10]([O:12][C:13]([CH3:16])([CH3:15])[CH3:14])=[O:11])[CH:5]=[CH:6][CH:7]=1.CCN(CC)CC.[CH3:25][CH2:26][O:27][C:28](/[C:30](/Cl)=[N:31]\O)=[O:29], predict the reaction product. The product is: [I:1][C:2]1[CH:3]=[C:4]([C:8]2[O:17][N:31]=[C:30]([C:28]([O:27][CH2:26][CH3:25])=[O:29])[C:9]=2[C:10]([O:12][C:13]([CH3:14])([CH3:16])[CH3:15])=[O:11])[CH:5]=[CH:6][CH:7]=1. (3) Given the reactants F[C:2]1[C:11]([CH3:12])=[CH:10][C:5]([C:6]([O:8]C)=[O:7])=[CH:4][N:3]=1.[F:13][C:14]([F:18])([CH3:17])[CH2:15][OH:16], predict the reaction product. The product is: [F:13][C:14]([F:18])([CH3:17])[CH2:15][O:16][C:2]1[C:11]([CH3:12])=[CH:10][C:5]([C:6]([OH:8])=[O:7])=[CH:4][N:3]=1. (4) Given the reactants [CH2:1]([O:8][CH2:9][CH2:10][CH2:11][O:12][C:13]1[CH:18]=[CH:17][C:16]([CH:19]2[CH2:24][CH2:23][N:22]([C:25]([O:27][C:28]([CH3:31])([CH3:30])[CH3:29])=[O:26])[CH2:21][CH:20]2[O:32][CH2:33][C:34]2[CH:43]=[C:42]3[C:37]([CH:38]=[CH:39][CH:40]=[N:41]3)=[CH:36][CH:35]=2)=[CH:15][CH:14]=1)[C:2]1[CH:7]=[CH:6][CH:5]=[CH:4][CH:3]=1.[BH4-].[Na+], predict the reaction product. The product is: [CH2:1]([O:8][CH2:9][CH2:10][CH2:11][O:12][C:13]1[CH:14]=[CH:15][C:16]([CH:19]2[CH2:24][CH2:23][N:22]([C:25]([O:27][C:28]([CH3:31])([CH3:30])[CH3:29])=[O:26])[CH2:21][CH:20]2[O:32][CH2:33][C:34]2[CH:43]=[C:42]3[C:37]([CH2:38][CH2:39][CH2:40][NH:41]3)=[CH:36][CH:35]=2)=[CH:17][CH:18]=1)[C:2]1[CH:3]=[CH:4][CH:5]=[CH:6][CH:7]=1. (5) Given the reactants [NH2:1][CH:2]([C:4]1[CH:5]=[C:6]([Cl:24])[C:7]([CH3:23])=[C:8]([C:18]([NH:20][CH2:21][CH3:22])=[O:19])[C:9]=1[C:10]1[CH:15]=[C:14]([F:16])[CH:13]=[C:12]([F:17])[CH:11]=1)[CH3:3].Cl[C:26]1[C:27]2[N:35]=[CH:34][CH:33]=[CH:32][C:28]=2[N:29]=[CH:30][N:31]=1.C(N(CC)C(C)C)(C)C, predict the reaction product. The product is: [Cl:24][C:6]1[C:7]([CH3:23])=[C:8]([C:18]([NH:20][CH2:21][CH3:22])=[O:19])[C:9]([C:10]2[CH:11]=[C:12]([F:17])[CH:13]=[C:14]([F:16])[CH:15]=2)=[C:4]([CH:2]([NH:1][C:26]2[C:27]3[N:35]=[CH:34][CH:33]=[CH:32][C:28]=3[N:29]=[CH:30][N:31]=2)[CH3:3])[CH:5]=1. (6) Given the reactants Br[C:2]1[C:3]([NH:9][CH2:10][C:11]([O:13]CC)=O)=[N:4][CH:5]=[C:6]([Br:8])[N:7]=1.[CH3:16][O:17][C:18]1[CH:25]=[C:24]([O:26][CH3:27])[CH:23]=[CH:22][C:19]=1[CH2:20][NH2:21].C(N(C(C)C)CC)(C)C.O, predict the reaction product. The product is: [Br:8][C:6]1[N:7]=[C:2]2[N:21]([CH2:20][C:19]3[CH:22]=[CH:23][C:24]([O:26][CH3:27])=[CH:25][C:18]=3[O:17][CH3:16])[C:11](=[O:13])[CH2:10][NH:9][C:3]2=[N:4][CH:5]=1. (7) Given the reactants [C:1]([CH:3]([CH:6]1[CH2:11][CH2:10][N:9]([C:12]([O:14][C:15]([CH3:18])([CH3:17])[CH3:16])=[O:13])[CH2:8][CH2:7]1)[CH:4]=O)#[N:2].Cl.[NH2:20][CH:21](C(OCC)=O)[C:22]([O:24][CH2:25][CH3:26])=[O:23].C([O-])(=O)C.[Na+].[O-]CC.[Na+], predict the reaction product. The product is: [NH2:2][C:1]1[C:3]([CH:6]2[CH2:11][CH2:10][N:9]([C:12]([O:14][C:15]([CH3:18])([CH3:17])[CH3:16])=[O:13])[CH2:8][CH2:7]2)=[CH:4][NH:20][C:21]=1[C:22]([O:24][CH2:25][CH3:26])=[O:23].